Dataset: Forward reaction prediction with 1.9M reactions from USPTO patents (1976-2016). Task: Predict the product of the given reaction. (1) Given the reactants [F:1][C:2]1[CH:7]=[CH:6][C:5]([N:8]2[C:16]3[C:11](=[CH:12][C:13]([O:17][C@H:18]([C:22]4[CH:27]=[CH:26][CH:25]=[C:24]([O:28][CH3:29])[CH:23]=4)[C@@H:19]([NH2:21])[CH3:20])=[CH:14][CH:15]=3)[CH:10]=[N:9]2)=[CH:4][CH:3]=1.[Br:30][C:31]1[O:35][C:34]([C:36](O)=[O:37])=[CH:33][CH:32]=1, predict the reaction product. The product is: [Br:30][C:31]1[O:35][C:34]([C:36]([NH:21][C@@H:19]([CH3:20])[C@H:18]([O:17][C:13]2[CH:12]=[C:11]3[C:16](=[CH:15][CH:14]=2)[N:8]([C:5]2[CH:4]=[CH:3][C:2]([F:1])=[CH:7][CH:6]=2)[N:9]=[CH:10]3)[C:22]2[CH:27]=[CH:26][CH:25]=[C:24]([O:28][CH3:29])[CH:23]=2)=[O:37])=[CH:33][CH:32]=1. (2) Given the reactants Cl.[CH3:2][O:3][C:4]1[CH:16]=[CH:15][C:7]([CH2:8][C@@H:9]([C:11]([O:13][CH3:14])=[O:12])[NH2:10])=[CH:6][CH:5]=1.C(N(CC)CC)C.[C:24](O)(=[O:33])[CH:25]=[CH:26][C:27]1[CH:32]=[CH:31][CH:30]=[CH:29][CH:28]=1.CCN=C=NCCCN(C)C.Cl, predict the reaction product. The product is: [CH3:2][O:3][C:4]1[CH:5]=[CH:6][C:7]([CH2:8][C@@H:9]([C:11]([O:13][CH3:14])=[O:12])[NH:10][C:24](=[O:33])[CH:25]=[CH:26][C:27]2[CH:32]=[CH:31][CH:30]=[CH:29][CH:28]=2)=[CH:15][CH:16]=1.